Dataset: Reaction yield outcomes from USPTO patents with 853,638 reactions. Task: Predict the reaction yield, written as a fraction of the theoretical maximum amount of product (1.0 means a 100% yield; for example, 0.34 means a 34% yield). (1) The reactants are C1COCC1.[N:6]([CH2:9][CH2:10][O:11][CH2:12][CH2:13][O:14][CH2:15][CH2:16][O:17][C:18]1[CH:19]=[CH:20][CH:21]=[C:22]2[C:27]=1[N:26]=[CH:25][CH:24]=[CH:23]2)=[N+]=[N-].C1(P(C2C=CC=CC=2)C2C=CC=CC=2)C=CC=CC=1. The catalyst is O. The product is [N:26]1[C:27]2[C:22](=[CH:21][CH:20]=[CH:19][C:18]=2[O:17][CH2:16][CH2:15][O:14][CH2:13][CH2:12][O:11][CH2:10][CH2:9][NH2:6])[CH:23]=[CH:24][CH:25]=1. The yield is 0.950. (2) The reactants are O[C@@H:2]1[C@H:6]([CH2:7]/[CH:8]=[CH:9]\[CH2:10][CH2:11][CH2:12][C:13]([OH:15])=[O:14])[C@@H:5]([CH2:16][CH2:17][C@@H:18]([O:27][CH:28]2[CH2:33][CH2:32][CH2:31][CH2:30][O:29]2)[CH2:19]CC2C=CC=CC=2)[C@H:4]([O:34][CH:35]2[CH2:40][CH2:39][CH2:38][CH2:37][O:36]2)[CH2:3]1.C1C=C(SSC2N=CC=CC=2)N=CC=1.C1(P(C2C=CC=CC=2)C2C=CC=CC=2)C=CC=CC=1.[C:74]1([CH3:81])[C:75](C)=[CH:76][CH:77]=[CH:78][CH:79]=1. No catalyst specified. The product is [C:74]1([CH2:81][CH2:19][C@H:18]([O:27][CH:28]2[CH2:33][CH2:32][CH2:31][CH2:30][O:29]2)[CH2:17][CH2:16][C@@H:5]2[C@@H:6]3[C@@H:2]([O:14][C:13](=[O:15])[CH2:12][CH2:11][CH2:10][CH:9]=[CH:8][CH2:7]3)[CH2:3][C@H:4]2[O:34][CH:35]2[CH2:40][CH2:39][CH2:38][CH2:37][O:36]2)[CH:79]=[CH:78][CH:77]=[CH:76][CH:75]=1. The yield is 0.680. (3) The reactants are FC(F)(F)C(O)=O.[CH3:8][S:9]([CH:12]=[C:13]([C:18]1[CH:23]=[C:22]([Cl:24])[CH:21]=[C:20]([Cl:25])[CH:19]=1)[C:14]([F:17])([F:16])[F:15])(=[O:11])=[O:10].[CH2:26]([N:33]([CH2:37][Si](C)(C)C)[CH2:34]OC)[C:27]1[CH:32]=[CH:31][CH:30]=[CH:29][CH:28]=1.O. The catalyst is C1(C)C=CC=CC=1. The product is [CH2:26]([N:33]1[CH2:37][CH:12]([S:9]([CH3:8])(=[O:11])=[O:10])[C:13]([C:18]2[CH:23]=[C:22]([Cl:24])[CH:21]=[C:20]([Cl:25])[CH:19]=2)([C:14]([F:17])([F:15])[F:16])[CH2:34]1)[C:27]1[CH:32]=[CH:31][CH:30]=[CH:29][CH:28]=1. The yield is 0.420.